From a dataset of Peptide-MHC class II binding affinity with 134,281 pairs from IEDB. Regression. Given a peptide amino acid sequence and an MHC pseudo amino acid sequence, predict their binding affinity value. This is MHC class II binding data. (1) The peptide sequence is LGAVYRYKKLKEMSA. The MHC is HLA-DQA10401-DQB10402 with pseudo-sequence HLA-DQA10401-DQB10402. The binding affinity (normalized) is 0.118. (2) The peptide sequence is GDNACKRTYSDRGWG. The MHC is DRB1_0404 with pseudo-sequence DRB1_0404. The binding affinity (normalized) is 0.447. (3) The peptide sequence is FKPFAEYKSDYVYEP. The MHC is DRB1_1001 with pseudo-sequence DRB1_1001. The binding affinity (normalized) is 0.387. (4) The peptide sequence is DGGGFYADDTAGWDT. The MHC is HLA-DQA10501-DQB10302 with pseudo-sequence HLA-DQA10501-DQB10302. The binding affinity (normalized) is 0.330. (5) The peptide sequence is CDEFINVPEWSYIVEKA. The MHC is HLA-DQA10501-DQB10201 with pseudo-sequence HLA-DQA10501-DQB10201. The binding affinity (normalized) is 0.417. (6) The peptide sequence is YAAALVAMPTLAELA. The MHC is DRB5_0101 with pseudo-sequence DRB5_0101. The binding affinity (normalized) is 0.412.